Dataset: Full USPTO retrosynthesis dataset with 1.9M reactions from patents (1976-2016). Task: Predict the reactants needed to synthesize the given product. (1) Given the product [Br:1][C:2]1[CH:14]=[CH:13][C:5]([O:6][CH:7]([CH3:12])[C:8]([NH2:15])=[O:9])=[CH:4][CH:3]=1, predict the reactants needed to synthesize it. The reactants are: [Br:1][C:2]1[CH:14]=[CH:13][C:5]([O:6][CH:7]([CH3:12])[C:8](OC)=[O:9])=[CH:4][CH:3]=1.[NH3:15].O1CCCC1. (2) Given the product [N:24]1[C:16]([C:15]2[C:10]([NH:9][C:8]3[C:3]([F:2])=[C:4]([NH:32][S:33]([C:36]4[C:44]5[O:43][CH2:42][CH2:41][C:40]=5[CH:39]=[CH:38][CH:37]=4)(=[O:34])=[O:35])[CH:5]=[CH:6][C:7]=3[F:31])=[N:11][CH:12]=[CH:13][CH:14]=2)=[C:17]2[C:21]([NH:20][CH:19]=[N:18]2)=[N:22][CH:23]=1, predict the reactants needed to synthesize it. The reactants are: Cl.[F:2][C:3]1[C:8]([NH:9][C:10]2[C:15]([C:16]3[N:24]=[CH:23][N:22]=[C:21]4[C:17]=3[N:18]=[CH:19][N:20]4C3CCCCO3)=[CH:14][CH:13]=[CH:12][N:11]=2)=[C:7]([F:31])[CH:6]=[CH:5][C:4]=1[NH:32][S:33]([C:36]1[C:44]2[O:43][CH2:42][CH2:41][C:40]=2[CH:39]=[CH:38][CH:37]=1)(=[O:35])=[O:34]. (3) Given the product [Br:18][CH2:19][C:20]([C:1]1[CH:6]=[C:5]2[C:4](=[CH:3][CH:2]=1)[NH:13][C:12]1[N:11]=[CH:10][CH:9]=[CH:8][C:7]2=1)=[O:21], predict the reactants needed to synthesize it. The reactants are: [CH:1]1[CH:2]=[CH:3][C:4]2[NH:13][C:12]3[N:11]=[CH:10][CH:9]=[CH:8][C:7]=3[C:5]=2[CH:6]=1.[Al+3].[Cl-].[Cl-].[Cl-].[Br:18][CH2:19][C:20](Br)=[O:21]. (4) Given the product [CH3:18][N:19]1[CH2:24][CH2:23][N:22]([C:3]2[N:4]=[C:5]([CH2:12][C:13]3[CH:17]=[CH:16][S:15][CH:14]=3)[NH:6][C:7](=[O:11])[C:8]=2[C:9]#[N:10])[CH2:21][CH2:20]1, predict the reactants needed to synthesize it. The reactants are: CS[C:3]1[N:4]=[C:5]([CH2:12][C:13]2[CH:17]=[CH:16][S:15][CH:14]=2)[NH:6][C:7](=[O:11])[C:8]=1[C:9]#[N:10].[CH3:18][N:19]1[CH2:24][CH2:23][NH:22][CH2:21][CH2:20]1. (5) Given the product [OH:33][C:28]1[CH:29]=[C:30]2[C:25](=[CH:26][CH:27]=1)[CH:24]=[C:23]([CH2:22][N:21]([CH3:20])[C:17]([C:10]1[C:11]3[C:16](=[CH:15][CH:14]=[CH:13][CH:12]=3)[N:8]([CH2:1][C:2]3[CH:7]=[CH:6][CH:5]=[CH:4][CH:3]=3)[CH:9]=1)=[O:18])[CH:32]=[CH:31]2, predict the reactants needed to synthesize it. The reactants are: [CH2:1]([N:8]1[C:16]2[C:11](=[CH:12][CH:13]=[CH:14][CH:15]=2)[C:10]([C:17](Cl)=[O:18])=[CH:9]1)[C:2]1[CH:7]=[CH:6][CH:5]=[CH:4][CH:3]=1.[CH3:20][NH:21][CH2:22][C:23]1[CH:24]=[C:25]2[C:30](=[CH:31][CH:32]=1)[CH:29]=[C:28]([OH:33])[CH:27]=[CH:26]2.C(N(CC)CC)C. (6) Given the product [Br:19][C:20]1[CH:25]=[CH:24][C:23]([CH2:26][N:9]2[C:8](=[O:13])[C:7]3[C:14]([F:16])=[CH:15][C:4]([CH:1]4[CH2:3][CH2:2]4)=[CH:5][C:6]=3[O:12][CH2:11][CH2:10]2)=[C:22]([CH3:28])[CH:21]=1, predict the reactants needed to synthesize it. The reactants are: [CH:1]1([C:4]2[CH:15]=[C:14]([F:16])[C:7]3[C:8](=[O:13])[NH:9][CH2:10][CH2:11][O:12][C:6]=3[CH:5]=2)[CH2:3][CH2:2]1.[H-].[Na+].[Br:19][C:20]1[CH:25]=[CH:24][C:23]([CH2:26]Br)=[C:22]([CH3:28])[CH:21]=1. (7) Given the product [O:1]1[CH2:5][CH2:4][CH2:3][CH:2]1[C:6]1[CH:18]=[CH:17][C:9]([C:10]([OH:12])=[O:11])=[CH:8][CH:7]=1, predict the reactants needed to synthesize it. The reactants are: [O:1]1[CH2:5][CH2:4][CH2:3][CH:2]1[C:6]1[CH:18]=[CH:17][C:9]([C:10]([O:12]C(C)(C)C)=[O:11])=[CH:8][CH:7]=1.FC(F)(F)C(O)=O. (8) Given the product [CH:1]1([C:6]([C:11]2[CH:16]=[CH:15][CH:14]=[CH:13][CH:12]=2)([OH:10])[C:7]([O:9][CH3:17])=[O:8])[CH2:5][CH2:4][CH2:3][CH2:2]1, predict the reactants needed to synthesize it. The reactants are: [CH:1]1([C:6]([C:11]2[CH:16]=[CH:15][CH:14]=[CH:13][CH:12]=2)([OH:10])[C:7]([OH:9])=[O:8])[CH2:5][CH2:4][CH2:3][CH2:2]1.[C:17](=O)([O-])[O-].[K+].[K+].CI.O. (9) Given the product [CH2:17]([N:19]([CH2:20][CH3:21])[C:14]([C:10]1[CH:11]=[N:12][O:13][C:9]=1[C:6]1[CH:5]=[CH:4][C:3]([O:2][CH3:1])=[CH:8][CH:7]=1)=[O:16])[CH3:18], predict the reactants needed to synthesize it. The reactants are: [CH3:1][O:2][C:3]1[CH:8]=[CH:7][C:6]([C:9]2[O:13][N:12]=[CH:11][C:10]=2[C:14]([OH:16])=O)=[CH:5][CH:4]=1.[CH2:17]([NH:19][CH2:20][CH3:21])[CH3:18]. (10) Given the product [CH3:49][N:47]([CH3:48])[C:44]1[CH:43]=[CH:42][C:41]([CH2:29][NH:35][C:36](=[O:37])[NH:21][CH2:22][CH2:23][CH2:24][CH2:25][CH2:26][CH2:27][NH:28][C:3](=[O:4])[CH2:2][SH:1])=[CH:46][CH:45]=1, predict the reactants needed to synthesize it. The reactants are: [SH:1][CH2:2][C:3](NCCCCCNC(NC1C=CC=CC=1)=O)=[O:4].[NH2:21][CH2:22][CH2:23][CH2:24][CH2:25][CH2:26][CH2:27][NH2:28].[C:29]1([N:35]=[C:36]=[O:37])C=CC=CC=1.N([C:41]1[CH:46]=[CH:45][C:44]([N:47]([CH3:49])[CH3:48])=[CH:43][CH:42]=1)=C=O.